From a dataset of Full USPTO retrosynthesis dataset with 1.9M reactions from patents (1976-2016). Predict the reactants needed to synthesize the given product. (1) Given the product [OH:1][C@@H:2]([CH3:15])[CH2:3][N:4]1[CH:8]=[C:7]([C:9]([OH:11])=[O:10])[N:6]=[C:5]1[CH3:14], predict the reactants needed to synthesize it. The reactants are: [OH:1][C@@H:2]([CH3:15])[CH2:3][N:4]1[CH:8]=[C:7]([C:9]([O:11]CC)=[O:10])[N:6]=[C:5]1[CH3:14].[OH-].[Na+].Cl. (2) Given the product [CH2:34]([O:41][C:42]1[N:43]=[N:44][C:45]([C:56]#[C:57][C:2]2[CH:7]=[N:6][C:5]([C:8]([F:11])([F:10])[F:9])=[CH:4][CH:3]=2)=[CH:46][C:47]=1[O:48][CH2:49][C:50]1[CH:55]=[CH:54][CH:53]=[CH:52][CH:51]=1)[C:35]1[CH:36]=[CH:37][CH:38]=[CH:39][CH:40]=1, predict the reactants needed to synthesize it. The reactants are: I[C:2]1[CH:3]=[CH:4][C:5]([C:8]([F:11])([F:10])[F:9])=[N:6][CH:7]=1.N1(C2CCCCCCCCCC2)CCCN=CCCCCC1.[CH2:34]([O:41][C:42]1[N:43]=[N:44][C:45]([C:56]#[CH:57])=[CH:46][C:47]=1[O:48][CH2:49][C:50]1[CH:55]=[CH:54][CH:53]=[CH:52][CH:51]=1)[C:35]1[CH:40]=[CH:39][CH:38]=[CH:37][CH:36]=1. (3) Given the product [OH:1][CH:2]1[CH2:7][CH2:6][N:5]([CH2:15][C:16]([NH:18][C:19]2[CH:20]=[C:21]([C:25]3[CH:34]=[N:33][C:32]4[C:31]([N:35]5[CH2:40][CH2:39][O:38][CH2:37][CH2:36]5)=[N:30][C:29]([C:41]5[CH:42]=[N:43][C:44]([NH:47][C:48](=[O:54])[O:49][C:50]([CH3:53])([CH3:52])[CH3:51])=[N:45][CH:46]=5)=[N:28][C:27]=4[CH:26]=3)[CH:22]=[CH:23][CH:24]=2)=[O:17])[CH2:4][CH2:3]1, predict the reactants needed to synthesize it. The reactants are: [OH:1][CH:2]1[CH2:7][CH2:6][NH:5][CH2:4][CH2:3]1.C(=O)([O-])[O-].[K+].[K+].Cl[CH2:15][C:16]([NH:18][C:19]1[CH:20]=[C:21]([C:25]2[CH:34]=[N:33][C:32]3[C:31]([N:35]4[CH2:40][CH2:39][O:38][CH2:37][CH2:36]4)=[N:30][C:29]([C:41]4[CH:42]=[N:43][C:44]([NH:47][C:48](=[O:54])[O:49][C:50]([CH3:53])([CH3:52])[CH3:51])=[N:45][CH:46]=4)=[N:28][C:27]=3[CH:26]=2)[CH:22]=[CH:23][CH:24]=1)=[O:17].